This data is from Forward reaction prediction with 1.9M reactions from USPTO patents (1976-2016). The task is: Predict the product of the given reaction. (1) The product is: [Cl:14][C:15]1[CH:21]=[C:20]([Cl:22])[CH:19]=[CH:18][C:16]=1[NH:17][C:2]1[CH:10]=[C:9]([CH:11]([CH3:13])[CH3:12])[C:5]([C:6]([OH:8])=[O:7])=[CH:4][N:3]=1. Given the reactants Cl[C:2]1[CH:10]=[C:9]([CH:11]([CH3:13])[CH3:12])[C:5]([C:6]([OH:8])=[O:7])=[CH:4][N:3]=1.[Cl:14][C:15]1[CH:21]=[C:20]([Cl:22])[CH:19]=[CH:18][C:16]=1[NH2:17], predict the reaction product. (2) Given the reactants [CH3:1][C:2]1[CH:6]=[C:5]([CH3:7])[N:4]([C:8]2[N:13]=[C:12]([C:14]3[O:15][C:16]([CH3:19])=[CH:17][CH:18]=3)[N:11]=[C:10]([NH:20][C:21]([C@H:23]3[CH2:27][CH2:26][NH:25][CH2:24]3)=[O:22])[CH:9]=2)[N:3]=1.C([O:32]C(N1CCOC(C(O)=O)C1)=O)(C)(C)C, predict the reaction product. The product is: [CH3:1][C:2]1[CH:6]=[C:5]([CH3:7])[N:4]([C:8]2[N:13]=[C:12]([C:14]3[O:15][C:16]([CH3:19])=[CH:17][CH:18]=3)[N:11]=[C:10]([NH:20][C:21]([CH:23]3[O:32][CH2:27][CH2:26][NH:25][CH2:24]3)=[O:22])[CH:9]=2)[N:3]=1. (3) Given the reactants [C:1]([O:5][C:6]([N:8]1[CH2:13][CH2:12][N:11]2[C:14]([CH2:18][CH3:19])=[N:15][C:16](I)=[C:10]2[CH:9]1[CH2:20][CH2:21][C:22]1[CH:27]=[CH:26][C:25]([C:28]([F:31])([F:30])[F:29])=[C:24]([F:32])[CH:23]=1)=[O:7])([CH3:4])([CH3:3])[CH3:2].[Li]CCCC.C1(C)C=CC(S([C:47]#[N:48])(=O)=O)=CC=1.[NH4+].[Cl-], predict the reaction product. The product is: [C:1]([O:5][C:6]([N:8]1[CH2:13][CH2:12][N:11]2[C:14]([CH2:18][CH3:19])=[N:15][C:16]([C:47]#[N:48])=[C:10]2[CH:9]1[CH2:20][CH2:21][C:22]1[CH:27]=[CH:26][C:25]([C:28]([F:31])([F:30])[F:29])=[C:24]([F:32])[CH:23]=1)=[O:7])([CH3:4])([CH3:3])[CH3:2]. (4) Given the reactants NO.Cl.[Cl:4][C:5]1[CH:6]=[C:7]([C:12]2[NH:13][C:14]3[N:15]([N:19]=[CH:20][C:21]=3[C:22](/[N:24]=[C:25](/[N:27](C)C)\[CH3:26])=[O:23])[C:16](=[O:18])[CH:17]=2)[CH:8]=[CH:9][C:10]=1[Cl:11].[OH-].[Na+].CC(O)=O, predict the reaction product. The product is: [Cl:4][C:5]1[CH:6]=[C:7]([C:12]2[NH:13][C:14]3[N:15]([N:19]=[CH:20][C:21]=3[C:22]3[O:23][N:27]=[C:25]([CH3:26])[N:24]=3)[C:16](=[O:18])[CH:17]=2)[CH:8]=[CH:9][C:10]=1[Cl:11]. (5) Given the reactants [C:1]([C:5]1[CH:36]=[CH:35][C:8]([C:9]([NH:11][C:12]2[C:13]([CH3:34])=[C:14]([C:18]3[N:23]=[CH:22][N:21]=[C:20]([NH:24][C:25]4[CH:33]=[CH:32][C:28]([C:29]([OH:31])=O)=[CH:27][CH:26]=4)[N:19]=3)[CH:15]=[CH:16][CH:17]=2)=[O:10])=[CH:7][CH:6]=1)([CH3:4])([CH3:3])[CH3:2].[CH3:37][N:38]1[CH2:43][CH2:42][NH:41][CH2:40][CH2:39]1.C(Cl)CCl.O, predict the reaction product. The product is: [C:1]([C:5]1[CH:6]=[CH:7][C:8]([C:9]([NH:11][C:12]2[CH:17]=[CH:16][CH:15]=[C:14]([C:18]3[N:19]=[C:20]([NH:24][C:25]4[CH:33]=[CH:32][C:28]([C:29]([N:41]5[CH2:42][CH2:43][N:38]([CH3:37])[CH2:39][CH2:40]5)=[O:31])=[CH:27][CH:26]=4)[N:21]=[CH:22][N:23]=3)[C:13]=2[CH3:34])=[O:10])=[CH:35][CH:36]=1)([CH3:4])([CH3:3])[CH3:2].